The task is: Regression. Given two drug SMILES strings and cell line genomic features, predict the synergy score measuring deviation from expected non-interaction effect.. This data is from NCI-60 drug combinations with 297,098 pairs across 59 cell lines. (1) Drug 1: CC12CCC(CC1=CCC3C2CCC4(C3CC=C4C5=CN=CC=C5)C)O. Drug 2: C1=NC2=C(N=C(N=C2N1C3C(C(C(O3)CO)O)F)Cl)N. Cell line: COLO 205. Synergy scores: CSS=11.9, Synergy_ZIP=-3.57, Synergy_Bliss=-7.12, Synergy_Loewe=-19.6, Synergy_HSA=-9.70. (2) Drug 1: COC1=CC(=CC(=C1O)OC)C2C3C(COC3=O)C(C4=CC5=C(C=C24)OCO5)OC6C(C(C7C(O6)COC(O7)C8=CC=CS8)O)O. Drug 2: CCN(CC)CCNC(=O)C1=C(NC(=C1C)C=C2C3=C(C=CC(=C3)F)NC2=O)C. Cell line: NCI/ADR-RES. Synergy scores: CSS=1.47, Synergy_ZIP=0.413, Synergy_Bliss=0.955, Synergy_Loewe=-0.875, Synergy_HSA=-0.626. (3) Drug 1: CCN(CC)CCNC(=O)C1=C(NC(=C1C)C=C2C3=C(C=CC(=C3)F)NC2=O)C. Drug 2: CC12CCC3C(C1CCC2OP(=O)(O)O)CCC4=C3C=CC(=C4)OC(=O)N(CCCl)CCCl.[Na+]. Synergy scores: CSS=-4.92, Synergy_ZIP=3.76, Synergy_Bliss=3.90, Synergy_Loewe=-6.39, Synergy_HSA=-5.61. Cell line: SK-OV-3. (4) Drug 1: CC1C(C(CC(O1)OC2CC(CC3=C2C(=C4C(=C3O)C(=O)C5=C(C4=O)C(=CC=C5)OC)O)(C(=O)CO)O)N)O.Cl. Drug 2: C1CCN(CC1)CCOC2=CC=C(C=C2)C(=O)C3=C(SC4=C3C=CC(=C4)O)C5=CC=C(C=C5)O. Cell line: SF-268. Synergy scores: CSS=-0.404, Synergy_ZIP=0.796, Synergy_Bliss=1.26, Synergy_Loewe=-1.00, Synergy_HSA=-0.856. (5) Drug 1: C1=CC=C(C=C1)NC(=O)CCCCCCC(=O)NO. Drug 2: C1CN1C2=NC(=NC(=N2)N3CC3)N4CC4. Cell line: UACC-257. Synergy scores: CSS=17.1, Synergy_ZIP=-10.2, Synergy_Bliss=-0.675, Synergy_Loewe=-1.73, Synergy_HSA=1.05. (6) Drug 1: C1=CN(C=N1)CC(O)(P(=O)(O)O)P(=O)(O)O. Drug 2: CC1=C(N=C(N=C1N)C(CC(=O)N)NCC(C(=O)N)N)C(=O)NC(C(C2=CN=CN2)OC3C(C(C(C(O3)CO)O)O)OC4C(C(C(C(O4)CO)O)OC(=O)N)O)C(=O)NC(C)C(C(C)C(=O)NC(C(C)O)C(=O)NCCC5=NC(=CS5)C6=NC(=CS6)C(=O)NCCC[S+](C)C)O. Cell line: HS 578T. Synergy scores: CSS=8.34, Synergy_ZIP=-1.78, Synergy_Bliss=-0.545, Synergy_Loewe=-3.61, Synergy_HSA=-0.182. (7) Drug 1: CC1C(C(CC(O1)OC2CC(CC3=C2C(=C4C(=C3O)C(=O)C5=C(C4=O)C(=CC=C5)OC)O)(C(=O)C)O)N)O.Cl. Drug 2: CCN(CC)CCNC(=O)C1=C(NC(=C1C)C=C2C3=C(C=CC(=C3)F)NC2=O)C. Cell line: SNB-75. Synergy scores: CSS=4.93, Synergy_ZIP=0.348, Synergy_Bliss=1.58, Synergy_Loewe=-29.4, Synergy_HSA=-2.87.